This data is from Forward reaction prediction with 1.9M reactions from USPTO patents (1976-2016). The task is: Predict the product of the given reaction. Given the reactants [F:1][C:2]1[C:8]([F:9])=[C:7]([F:10])[CH:6]=[C:5]([F:11])[C:3]=1[NH2:4].Br[C:13]1[CH:18]=[CH:17][C:16]([CH3:19])=[CH:15][CH:14]=1.CC(C)([O-])C.[Na+].C(P(C(C)(C)C)C(C)(C)C)(C)(C)C, predict the reaction product. The product is: [F:1][C:2]1[C:8]([F:9])=[C:7]([F:10])[CH:6]=[C:5]([F:11])[C:3]=1[NH:4][C:13]1[CH:18]=[CH:17][C:16]([CH3:19])=[CH:15][CH:14]=1.